This data is from HIV replication inhibition screening data with 41,000+ compounds from the AIDS Antiviral Screen. The task is: Binary Classification. Given a drug SMILES string, predict its activity (active/inactive) in a high-throughput screening assay against a specified biological target. (1) The drug is [N-]=[N+]=NC1OC(=O)C(Cl)=C1N=P(c1ccccc1)(c1ccccc1)c1ccccc1. The result is 0 (inactive). (2) The molecule is CC1OC(OP(=O)(OCc2ccccc2)OCc2ccccc2)C(OC(=O)c2ccccc2)C(OC(=O)c2ccccc2)C1I. The result is 0 (inactive). (3) The compound is Cc1nn2c(=O)c([N+](=O)[O-])c(C=Cc3ccco3)nc2s1. The result is 0 (inactive). (4) The drug is Cc1cc(S(=O)(=O)Nc2nc(Nc3ccccc3)n[nH]2)c(SSc2cc(Cl)c(C)cc2S(=O)(=O)Nc2nc(Nc3ccccc3)n[nH]2)cc1Cl. The result is 1 (active). (5) The drug is Oc1cc(NNc2cccc(F)c2)nc(S)n1. The result is 0 (inactive). (6) The drug is C=C1C(=O)OC2CC(C)C3(O)C=C(C(C)=O)C4(OC3CC12)C(=O)OC1CC(C)C2(C=CC(C)=O)OC2CC14. The result is 0 (inactive).